Predict the reaction yield, written as a fraction of the theoretical maximum amount of product (1.0 means a 100% yield; for example, 0.34 means a 34% yield). From a dataset of Reaction yield outcomes from USPTO patents with 853,638 reactions. (1) The reactants are [CH3:1][CH:2]1[CH2:7][N:6]([C:8]2[N:12]([CH2:13][C:14]([F:17])([F:16])[F:15])[N:11]=[CH:10][C:9]=2[N+:18]([O-])=O)[CH2:5][CH2:4][N:3]1[C:21]([O:23][C:24]([CH3:27])([CH3:26])[CH3:25])=[O:22].[NH4+].[Cl-]. The product is [NH2:18][C:9]1[CH:10]=[N:11][N:12]([CH2:13][C:14]([F:16])([F:17])[F:15])[C:8]=1[N:6]1[CH2:5][CH2:4][N:3]([C:21]([O:23][C:24]([CH3:27])([CH3:25])[CH3:26])=[O:22])[CH:2]([CH3:1])[CH2:7]1. The catalyst is CO.O.[Zn]. The yield is 0.880. (2) The reactants are [O:1]1[C:5]2[CH:6]=[CH:7][C:8]([C:10]3([C:13]([NH:15][C:16]4[CH:21]=[CH:20][C:19]([CH3:22])=[C:18](Br)[CH:17]=4)=[O:14])[CH2:12][CH2:11]3)=[CH:9][C:4]=2[O:3][CH2:2]1.[CH3:24][C:25]1([CH3:41])[C:29]([CH3:31])([CH3:30])[O:28][B:27]([B:27]2[O:28][C:29]([CH3:31])([CH3:30])[C:25]([CH3:41])([CH3:24])[O:26]2)[O:26]1.CC([O-])=O.[K+]. The catalyst is C1C=CC(P(C2C=CC=CC=2)[C-]2C=CC=C2)=CC=1.C1C=CC(P(C2C=CC=CC=2)[C-]2C=CC=C2)=CC=1.Cl[Pd]Cl.[Fe+2].CN(C=O)C. The product is [O:1]1[C:5]2[CH:6]=[CH:7][C:8]([C:10]3([C:13]([NH:15][C:16]4[CH:21]=[CH:20][C:19]([CH3:22])=[C:18]([B:27]5[O:28][C:29]([CH3:31])([CH3:30])[C:25]([CH3:41])([CH3:24])[O:26]5)[CH:17]=4)=[O:14])[CH2:12][CH2:11]3)=[CH:9][C:4]=2[O:3][CH2:2]1. The yield is 0.270. (3) The reactants are [C:1]([C:4]1[C:5](I)=[N:6][N:7]2[CH2:12][CH2:11][N:10]([C:13]([O:15][C:16]([CH3:19])([CH3:18])[CH3:17])=[O:14])[CH2:9][C:8]=12)(=[O:3])[NH2:2].[Cl:21][C:22]1[CH:23]=[C:24](B(O)O)[CH:25]=[CH:26][C:27]=1[Cl:28].[O-]P([O-])([O-])=O.[K+].[K+].[K+]. The catalyst is O1CCOCC1.O.C1C=CC(P(C2C=CC=CC=2)[C-]2C=CC=C2)=CC=1.C1C=CC(P(C2C=CC=CC=2)[C-]2C=CC=C2)=CC=1.Cl[Pd]Cl.[Fe+2].C(Cl)Cl. The product is [C:1]([C:4]1[C:5]([C:25]2[CH:24]=[CH:23][C:22]([Cl:21])=[C:27]([Cl:28])[CH:26]=2)=[N:6][N:7]2[CH2:12][CH2:11][N:10]([C:13]([O:15][C:16]([CH3:19])([CH3:18])[CH3:17])=[O:14])[CH2:9][C:8]=12)(=[O:3])[NH2:2]. The yield is 0.850. (4) The reactants are [CH3:1][O:2][C:3](=[O:21])[CH:4]([C:11]1[CH:16]=[CH:15][C:14](Cl)=[C:13]([N+:18]([O-:20])=[O:19])[CH:12]=1)[CH2:5][CH:6]1[CH2:10][CH2:9][CH2:8][CH2:7]1.[CH3:22][S:23]([O-:25])=[O:24].[Na+].C(OCC)(=O)C.O. The catalyst is CS(C)=O. The yield is 0.840. The product is [CH3:1][O:2][C:3](=[O:21])[CH:4]([C:11]1[CH:16]=[CH:15][C:14]([S:23]([CH3:22])(=[O:25])=[O:24])=[C:13]([N+:18]([O-:20])=[O:19])[CH:12]=1)[CH2:5][CH:6]1[CH2:10][CH2:9][CH2:8][CH2:7]1. (5) The reactants are [Br:1][C:2]1[CH:7]=[CH:6][C:5]([N:8]2[C:12](C(O)=O)=[C:11]([CH3:16])[N:10]=[N:9]2)=[CH:4][CH:3]=1.[CH:17]1([CH:21]([OH:23])[CH3:22])[CH2:20][CH2:19]C1.C([N:26]([CH2:29]C)CC)C.C1(P(N=[N+]=[N-])(C2C=CC=CC=2)=[O:38])C=CC=CC=1. The catalyst is C1(C)C=CC=CC=1. The product is [CH:17]1([CH:21]([O:23][C:29](=[O:38])[NH:26][C:12]2[N:8]([C:5]3[CH:4]=[CH:3][C:2]([Br:1])=[CH:7][CH:6]=3)[N:9]=[N:10][C:11]=2[CH3:16])[CH3:22])[CH2:20][CH2:19]1. The yield is 0.732.